From a dataset of HIV replication inhibition screening data with 41,000+ compounds from the AIDS Antiviral Screen. Binary Classification. Given a drug SMILES string, predict its activity (active/inactive) in a high-throughput screening assay against a specified biological target. (1) The drug is N#CC1(c2nc3ccccc3o2)C(=O)C(=O)N(C2C3CC4CC(C3)CC2C4)C(=O)C1=O. The result is 0 (inactive). (2) The molecule is CC1=C(C#N)C(=N)OC1(C)C1CC(=O)C=CC1=O. The result is 0 (inactive).